Task: Predict the reaction yield, written as a fraction of the theoretical maximum amount of product (1.0 means a 100% yield; for example, 0.34 means a 34% yield).. Dataset: Reaction yield outcomes from USPTO patents with 853,638 reactions (1) The reactants are [CH3:1][N:2]1[C:6]([C:7]([OH:9])=O)=[CH:5][C:4]([CH3:10])=[N:3]1.[CH3:11][N:12](C)[CH:13]=[O:14].[C:16](Cl)(=O)[C:17](Cl)=O.[NH2:22][C:23]1[CH:24]=[C:25]([CH:43]=[CH:44][CH:45]=1)[O:26][C:27]1[CH:28]=[CH:29][C:30]2[N:31]([CH:33]=C(CCC(NC=O)=O)[N:35]=2)[N:32]=1. The catalyst is CN(C)C(=O)C.O1CCCC1. The product is [CH3:1][N:2]1[C:6]([C:7]([NH:22][C:23]2[CH:45]=[CH:44][CH:43]=[C:25]([O:26][C:27]3[CH:28]=[CH:29][C:30]4[N:31]([CH:33]=[C:11]([NH:12][C:13](=[O:14])[CH2:16][CH3:17])[N:35]=4)[N:32]=3)[CH:24]=2)=[O:9])=[CH:5][C:4]([CH3:10])=[N:3]1. The yield is 0.670. (2) The reactants are [CH:1]1[C:13]2[N:12]([CH:14]3[C:23]4[C:18](=[CH:19][CH:20]=[CH:21][CH:22]=4)[N:17]([C:24](=[O:35])[C:25]4[CH:30]=[CH:29][C:28]([O:31][CH3:32])=[C:27]([O:33][CH3:34])[CH:26]=4)[CH:16]([CH2:36][CH2:37][CH2:38][CH2:39][CH2:40]O)[CH2:15]3)[C:11]3[C:6](=[CH:7][CH:8]=[CH:9][CH:10]=3)[C:5]=2[CH:4]=[CH:3][CH:2]=1.[F:42][C:43]([F:57])([F:56])[C:44]1[CH:45]=[C:46]([CH:50]2[CH2:55][CH2:54][NH:53][CH2:52][CH2:51]2)[CH:47]=[CH:48][CH:49]=1. No catalyst specified. The product is [CH3:34][O:33][C:27]1[CH:26]=[C:25]([CH:30]=[CH:29][C:28]=1[O:31][CH3:32])[C:24]([N:17]1[C:18]2[C:23](=[CH:22][CH:21]=[CH:20][CH:19]=2)[CH:14]([N:12]2[C:13]3[CH:1]=[CH:2][CH:3]=[CH:4][C:5]=3[C:6]3[C:11]2=[CH:10][CH:9]=[CH:8][CH:7]=3)[CH2:15][CH:16]1[CH2:36][CH2:37][CH2:38][CH2:39][CH2:40][N:53]1[CH2:52][CH2:51][CH:50]([C:46]2[CH:47]=[CH:48][CH:49]=[C:44]([C:43]([F:42])([F:56])[F:57])[CH:45]=2)[CH2:55][CH2:54]1)=[O:35]. The yield is 0.530. (3) The reactants are [CH2:1]([O:8][C:9]1[CH:10]=[CH:11][C:12]([C@@H:20]([OH:23])[CH2:21][Br:22])=[C:13]2[C:18]=1[NH:17][C:16](=[O:19])[CH:15]=[CH:14]2)[C:2]1[CH:7]=[CH:6][CH:5]=[CH:4][CH:3]=1.CN(C)C=O.N1C(C)=CC=CC=1C.FC(F)(F)S(O[Si:43]([C:46]([CH3:49])([CH3:48])[CH3:47])([CH3:45])[CH3:44])(=O)=O. The yield is 0.800. The catalyst is C1CCCCC1.CO. The product is [CH2:1]([O:8][C:9]1[CH:10]=[CH:11][C:12]([C@@H:20]([O:23][Si:43]([C:46]([CH3:49])([CH3:48])[CH3:47])([CH3:45])[CH3:44])[CH2:21][Br:22])=[C:13]2[C:18]=1[NH:17][C:16](=[O:19])[CH:15]=[CH:14]2)[C:2]1[CH:3]=[CH:4][CH:5]=[CH:6][CH:7]=1. (4) The yield is 1.00. The reactants are [CH3:1][O:2][N:3]([CH3:19])[C:4]1[N:9]=[C:8]([NH:10][CH2:11][CH:12]2[CH2:14][CH2:13]2)[N:7]=[C:6]([NH:15][CH2:16][C:17]#[CH:18])[N:5]=1.[ClH:20].C(OCC)C.Cl.CON(C)C1N=C(NCCC)N=C(NCC#C)N=1. The product is [ClH:20].[CH3:1][O:2][N:3]([CH3:19])[C:4]1[N:9]=[C:8]([NH:10][CH2:11][CH:12]2[CH2:13][CH2:14]2)[N:7]=[C:6]([NH:15][CH2:16][C:17]#[CH:18])[N:5]=1. No catalyst specified.